Dataset: Reaction yield outcomes from USPTO patents with 853,638 reactions. Task: Predict the reaction yield, written as a fraction of the theoretical maximum amount of product (1.0 means a 100% yield; for example, 0.34 means a 34% yield). (1) The catalyst is N1C=CC=CC=1. The reactants are [F:1][C:2]1[C:7]([F:8])=[C:6]([C:9]2[S:10][CH:11]=[CH:12][CH:13]=2)[C:5]([NH2:14])=[C:4]([NH2:15])[C:3]=1[C:16]1[S:17][CH:18]=[CH:19][CH:20]=1.[S:21](=NC1C=CC=CC=1)=O.Cl[Si](C)(C)C. The yield is 0.980. The product is [F:8][C:7]1[C:2]([F:1])=[C:3]([C:16]2[S:17][CH:18]=[CH:19][CH:20]=2)[C:4]2=[N:15][S:21][N:14]=[C:5]2[C:6]=1[C:9]1[S:10][CH:11]=[CH:12][CH:13]=1. (2) The reactants are [NH2:1][C:2]1[C:10]([CH3:11])=[CH:9][CH:8]=[CH:7][C:3]=1[C:4]([NH2:6])=[O:5].Cl.[CH2:13]([N:15]([CH2:21][CH3:22])[CH2:16][CH2:17][C:18](O)=O)[CH3:14]. No catalyst specified. The product is [CH3:11][C:10]1[CH:9]=[CH:8][CH:7]=[C:3]2[C:2]=1[N:1]=[C:18]([CH2:17][CH2:16][N:15]([CH2:21][CH3:22])[CH2:13][CH3:14])[NH:6][C:4]2=[O:5]. The yield is 0.0800. (3) The reactants are [CH3:1][O:2][C:3]([CH2:5]P(OC)(OC)=O)=[O:4].[Cl-].[Li+].N12CN=CC1CCCC2.[C:23]([O:27][C:28]([N:30]1[CH2:35][CH2:34][C:33]([CH:38]2[CH2:43][CH2:42][CH2:41][CH2:40][CH2:39]2)([CH:36]=O)[CH2:32][CH2:31]1)=[O:29])([CH3:26])([CH3:25])[CH3:24]. The catalyst is C(#N)C. The product is [C:23]([O:27][C:28]([N:30]1[CH2:35][CH2:34][C:33]([CH:38]2[CH2:39][CH2:40][CH2:41][CH2:42][CH2:43]2)([CH:36]=[CH:5][C:3]([O:2][CH3:1])=[O:4])[CH2:32][CH2:31]1)=[O:29])([CH3:24])([CH3:25])[CH3:26]. The yield is 0.860. (4) The reactants are [N:1]1[CH:6]=[C:5](B(O)O)[CH:4]=[N:3][CH:2]=1.FC(F)(F)S(O[C:16]1[C@@:20]2([CH3:41])[CH2:21][CH2:22][C@H:23]3[C@H:32]([C@@H:19]2[CH2:18][CH:17]=1)[CH2:31][CH:30]=[C:29]1[C@:24]3([CH3:40])[CH2:25][CH2:26][C:27](=[O:39])[N:28]1[CH2:33][C:34]([N:36]([CH3:38])[CH3:37])=[O:35])(=O)=O.O. The catalyst is O1CCOCC1.Cl[Pd](Cl)([P](C1C=CC=CC=1)(C1C=CC=CC=1)C1C=CC=CC=1)[P](C1C=CC=CC=1)(C1C=CC=CC=1)C1C=CC=CC=1. The product is [CH3:40][C@@:24]12[C@H:23]3[CH2:22][CH2:21][C@@:20]4([CH3:41])[C@H:19]([C@@H:32]3[CH2:31][CH:30]=[C:29]1[N:28]([CH2:33][C:34]([N:36]([CH3:37])[CH3:38])=[O:35])[C:27](=[O:39])[CH2:26][CH2:25]2)[CH2:18][CH:17]=[C:16]4[C:5]1[CH:6]=[N:1][CH:2]=[N:3][CH:4]=1. The yield is 0.110.